Dataset: Full USPTO retrosynthesis dataset with 1.9M reactions from patents (1976-2016). Task: Predict the reactants needed to synthesize the given product. (1) Given the product [CH2:1]([O:3][C:4](=[O:17])[C:5]([CH:6]=[O:7])([CH3:16])[CH2:11][CH2:12][CH:13]([CH3:14])[CH3:15])[CH3:2], predict the reactants needed to synthesize it. The reactants are: [CH2:1]([O:3][C:4](=[O:17])[C:5]([CH3:16])([CH2:11][CH2:12][CH:13]([CH3:15])[CH3:14])[C:6](OCC)=[O:7])[CH3:2].CC(C[AlH]CC(C)C)C.C1(C)C=CC=CC=1. (2) Given the product [N+:26]([O-:28])([O:25][CH2:24][CH:23]([O:29][N+:30]([O-:32])=[O:31])[CH2:22][CH2:21][CH2:20][CH2:19][OH:18])=[O:27], predict the reactants needed to synthesize it. The reactants are: O1CCCC1.C(O)C.[N+](C1C=CC(C([O:18][CH2:19][CH2:20][CH2:21][CH2:22][CH:23]([O:29][N+:30]([O-:32])=[O:31])[CH2:24][O:25][N+:26]([O-:28])=[O:27])=O)=CC=1)([O-])=O.[OH-].[Na+]. (3) Given the product [CH3:11][O:12][C:13]1[N:18]=[C:17]2[N:19]([CH2:20][C:21]3[CH:31]=[CH:30][C:24]4[N:25]=[C:26]([S:28][CH3:29])[S:27][C:23]=4[CH:22]=3)[CH:1]=[N:32][C:16]2=[CH:15][CH:14]=1, predict the reactants needed to synthesize it. The reactants are: [CH2:1](OC(OCC)OCC)C.[CH3:11][O:12][C:13]1[N:18]=[C:17]([NH:19][CH2:20][C:21]2[CH:31]=[CH:30][C:24]3[N:25]=[C:26]([S:28][CH3:29])[S:27][C:23]=3[CH:22]=2)[C:16]([NH2:32])=[CH:15][CH:14]=1. (4) Given the product [CH2:46]([N:50]1[N:54]=[C:53]([CH3:55])[S:52]/[C:51]/1=[CH:56]\[C:7]([C:6]1[CH:10]=[C:2]([F:1])[CH:3]=[CH:4][C:5]=1[CH3:11])=[O:9])[CH2:47][CH2:48][CH3:49], predict the reactants needed to synthesize it. The reactants are: [F:1][C:2]1[CH:3]=[CH:4][C:5]([CH3:11])=[C:6]([CH:10]=1)[C:7]([OH:9])=O.CN(C(ON1N=NC2C=CC=NC1=2)=[N+](C)C)C.F[P-](F)(F)(F)(F)F.CCN(C(C)C)C(C)C.[I-].[CH2:46]([N+:50]1[N:54]=[C:53]([CH3:55])[S:52][C:51]=1[CH3:56])[CH2:47][CH2:48][CH3:49]. (5) Given the product [F:1][C:2]1[CH:3]=[CH:4][C:5]([O:16][CH3:17])=[C:6]2[C:10]=1[NH:9][C:8]([C:11]([OH:13])=[O:12])=[CH:7]2, predict the reactants needed to synthesize it. The reactants are: [F:1][C:2]1[CH:3]=[CH:4][C:5]([O:16][CH3:17])=[C:6]2[C:10]=1[NH:9][C:8]([C:11]([O:13]CC)=[O:12])=[CH:7]2.[OH-].[K+].Cl. (6) Given the product [F:98][C:79]([F:78])([F:97])[CH:80]([NH:96][S:108]([C:103]1[CH:104]=[CH:105][CH:106]=[CH:107][C:102]=1[O:101][C:100]([F:99])([F:112])[F:113])(=[O:110])=[O:109])[C:81]1[CH:82]=[CH:83][C:84]([C:87]2[CH:92]=[C:91]([F:93])[CH:90]=[CH:89][C:88]=2[O:94][CH3:95])=[CH:85][CH:86]=1, predict the reactants needed to synthesize it. The reactants are: FC1C=CC(OC)=C(C2C=CC(C=NS(CC(C)C)=O)=CC=2)C=1.C([N+](CCCC)(CCCC)CCCC)CCC.FC([Si](C)(C)C)(F)F.FC(F)(F)C(NS(CC(C)C)=O)C1C=CC(C2C=C(F)C=CC=2OC)=CC=1.Cl.Cl.[F:78][C:79]([F:98])([F:97])[CH:80]([NH2:96])[C:81]1[CH:86]=[CH:85][C:84]([C:87]2[CH:92]=[C:91]([F:93])[CH:90]=[CH:89][C:88]=2[O:94][CH3:95])=[CH:83][CH:82]=1.[F:99][C:100]([F:113])([F:112])[O:101][C:102]1[CH:107]=[CH:106][CH:105]=[CH:104][C:103]=1[S:108](Cl)(=[O:110])=[O:109]. (7) Given the product [O:4]1[CH2:5][CH:6]([C:8]2[C:16]3[S:15][C:14]([NH:17][C:25](=[O:26])[C:24]4[CH:28]=[CH:29][C:21]([F:20])=[C:22]([CH3:30])[CH:23]=4)=[N:13][C:12]=3[C:11]([O:18][CH3:19])=[CH:10][CH:9]=2)[CH2:7][O:1][CH2:2][CH2:3]1, predict the reactants needed to synthesize it. The reactants are: [O:1]1[CH2:7][CH:6]([C:8]2[C:16]3[S:15][C:14]([NH2:17])=[N:13][C:12]=3[C:11]([O:18][CH3:19])=[CH:10][CH:9]=2)[CH2:5][O:4][CH2:3][CH2:2]1.[F:20][C:21]1[CH:29]=[CH:28][C:24]([C:25](O)=[O:26])=[CH:23][C:22]=1[CH3:30].O1CC(C2C3SC(NC(C4SC(C)=CC=4)=O)=NC=3C(OC)=CC=2)COCC1. (8) Given the product [CH2:1]([O:3][C:4]1[CH:9]=[CH:8][C:7]([C:10]2[C:15]([NH:16][C:29](=[O:30])[CH2:28][CH2:27][N:26]([C:32]3[CH:33]=[CH:34][C:35]([O:38][CH3:39])=[CH:36][CH:37]=3)[C:24](=[O:25])[O:23][C:19]([CH3:22])([CH3:21])[CH3:20])=[CH:14][CH:13]=[C:12]([O:17][CH3:18])[N:11]=2)=[CH:6][CH:5]=1)[CH3:2], predict the reactants needed to synthesize it. The reactants are: [CH2:1]([O:3][C:4]1[CH:9]=[CH:8][C:7]([C:10]2[C:15]([NH2:16])=[CH:14][CH:13]=[C:12]([O:17][CH3:18])[N:11]=2)=[CH:6][CH:5]=1)[CH3:2].[C:19]([O:23][C:24]([N:26]([C:32]1[CH:37]=[CH:36][C:35]([O:38][CH3:39])=[CH:34][CH:33]=1)[CH2:27][CH2:28][C:29](O)=[O:30])=[O:25])([CH3:22])([CH3:21])[CH3:20].C(N(CC)CC)C.CCN=C=NCCCN(C)C.C1C=CC2N(O)N=NC=2C=1.C(=O)(O)[O-].[Na+]. (9) The reactants are: [Cl:1][C:2]1[CH:7]=[CH:6][CH:5]=[CH:4][C:3]=1[C:8]1[NH:9][C:10]2[C:15]([CH:16]=1)=[CH:14][C:13]([CH:17]1[CH2:22][CH2:21][N:20](C(OC(C)(C)C)=O)[CH2:19][CH2:18]1)=[CH:12][CH:11]=2.C(O)(C(F)(F)F)=O.[CH3:37][N:38]([CH2:46][CH:47]=O)[C:39](=[O:45])[O:40][C:41]([CH3:44])([CH3:43])[CH3:42].[Na].C(O)(=O)C. Given the product [Cl:1][C:2]1[CH:7]=[CH:6][CH:5]=[CH:4][C:3]=1[C:8]1[NH:9][C:10]2[C:15]([CH:16]=1)=[CH:14][C:13]([CH:17]1[CH2:22][CH2:21][N:20]([CH2:47][CH2:46][N:38]([CH3:37])[C:39](=[O:45])[O:40][C:41]([CH3:43])([CH3:42])[CH3:44])[CH2:19][CH2:18]1)=[CH:12][CH:11]=2, predict the reactants needed to synthesize it. (10) Given the product [Cl:27][C:15]1[C:22]2[C:6](=[CH:5][CH:4]=[CH:3][C:2]=2[CH3:1])[N:7]=[C:34]([CH3:35])[C:16]=1[C:17]([O:19][CH2:20][CH3:21])=[O:18], predict the reactants needed to synthesize it. The reactants are: [CH3:1][C:2]1C2C(=O)OC(=O)[NH:7][C:6]=2[CH:5]=[CH:4][CH:3]=1.O=[C:15]([CH3:22])[CH2:16][C:17]([O:19][CH2:20][CH3:21])=[O:18].[OH-].[Na+].O=P(Cl)(Cl)[Cl:27].O1[CH2:35][CH2:34]OCC1.